Dataset: Forward reaction prediction with 1.9M reactions from USPTO patents (1976-2016). Task: Predict the product of the given reaction. (1) Given the reactants Br[C:2]1[CH:20]=[CH:19][C:5]([O:6][CH2:7][CH2:8][CH2:9][N:10]([CH2:15][CH2:16][CH2:17][CH3:18])[CH2:11][CH2:12][CH2:13][CH3:14])=[CH:4][CH:3]=1.[Mg].[B:22](OC)([O:25]C)[O:23]C, predict the reaction product. The product is: [CH2:11]([N:10]([CH2:15][CH2:16][CH2:17][CH3:18])[CH2:9][CH2:8][CH2:7][O:6][C:5]1[CH:19]=[CH:20][C:2]([B:22]([OH:25])[OH:23])=[CH:3][CH:4]=1)[CH2:12][CH2:13][CH3:14]. (2) Given the reactants [CH2:1]([C:4]1[C:13]([N:14]([CH2:21][CH3:22])[CH:15]2[CH2:20][CH2:19][O:18][CH2:17][CH2:16]2)=[CH:12][C:11]([Cl:23])=[CH:10][C:5]=1[C:6]([O:8]C)=[O:7])[CH:2]=[CH2:3].[OH-].[Na+], predict the reaction product. The product is: [CH2:1]([C:4]1[C:13]([N:14]([CH2:21][CH3:22])[CH:15]2[CH2:16][CH2:17][O:18][CH2:19][CH2:20]2)=[CH:12][C:11]([Cl:23])=[CH:10][C:5]=1[C:6]([OH:8])=[O:7])[CH:2]=[CH2:3].